Dataset: Forward reaction prediction with 1.9M reactions from USPTO patents (1976-2016). Task: Predict the product of the given reaction. (1) Given the reactants [Cl:1][C:2]1[CH:3]=[C:4]([C:9]2[C:10]([NH2:16])=[CH:11][CH:12]=[C:13]([F:15])[CH:14]=2)[CH:5]=[CH:6][C:7]=1[Cl:8].[F:17][CH:18]([F:30])[C:19]1[C:23]([C:24](OCC)=[O:25])=[CH:22][N:21]([CH3:29])[N:20]=1.C[O-].[Na+].Cl, predict the reaction product. The product is: [Cl:1][C:2]1[CH:3]=[C:4]([C:9]2[CH:14]=[C:13]([F:15])[CH:12]=[CH:11][C:10]=2[NH:16][C:24]([C:23]2[C:19]([CH:18]([F:30])[F:17])=[N:20][N:21]([CH3:29])[CH:22]=2)=[O:25])[CH:5]=[CH:6][C:7]=1[Cl:8]. (2) Given the reactants Cl[CH2:2][CH2:3][NH:4][C@:5]12[CH2:48][CH2:47][C@@H:46]([C:49]([CH3:51])=[CH2:50])[C@@H:6]1[C@@H:7]1[C@@:20]([CH3:23])([CH2:21][CH2:22]2)[C@@:19]2([CH3:24])[C@@H:10]([C@:11]3([CH3:45])[C@@H:16]([CH2:17][CH2:18]2)[C:15]([CH3:26])([CH3:25])[C:14]([C:27]2[CH2:32][CH2:31][C@@:30]([CH2:43][F:44])([C:33]([O:35]CC4C=CC=CC=4)=[O:34])[CH2:29][CH:28]=2)=[CH:13][CH2:12]3)[CH2:9][CH2:8]1.[CH3:52][C:53]1([OH:59])[CH2:58][CH2:57][NH:56][CH2:55][CH2:54]1.CCN(C(C)C)C(C)C.[I-].[K+].[OH-].[Na+], predict the reaction product. The product is: [F:44][CH2:43][C@@:30]1([C:33]([OH:35])=[O:34])[CH2:31][CH2:32][C:27]([C:14]2[C:15]([CH3:26])([CH3:25])[C@H:16]3[C@:11]([CH3:45])([CH2:12][CH:13]=2)[C@@H:10]2[C@:19]([CH3:24])([C@@:20]4([CH3:23])[C@H:7]([CH2:8][CH2:9]2)[C@H:6]2[C@H:46]([C:49]([CH3:51])=[CH2:50])[CH2:47][CH2:48][C@:5]2([NH:4][CH2:3][CH2:2][N:56]2[CH2:57][CH2:58][C:53]([OH:59])([CH3:52])[CH2:54][CH2:55]2)[CH2:22][CH2:21]4)[CH2:18][CH2:17]3)=[CH:28][CH2:29]1. (3) Given the reactants [NH2:1][C:2]1[CH:7]=[CH:6][C:5]([N+:8]([O-:10])=[O:9])=[CH:4][C:3]=1[OH:11].C(=O)([O-])[O-].[K+].[K+].Br[C:19]([CH3:26])([CH3:25])[C:20](OCC)=[O:21].O, predict the reaction product. The product is: [CH3:25][C:19]1([CH3:26])[C:20](=[O:21])[NH:1][C:2]2[CH:7]=[CH:6][C:5]([N+:8]([O-:10])=[O:9])=[CH:4][C:3]=2[O:11]1. (4) Given the reactants Br[C:2]1[CH:7]=[CH:6][C:5]([C@H:8]([N:10]([CH2:21][CH:22]([CH3:24])[CH3:23])[S:11]([CH2:14][C:15]2[CH:20]=[CH:19][CH:18]=[CH:17][CH:16]=2)(=[O:13])=[O:12])[CH3:9])=[CH:4][CH:3]=1.[C:25]([C:28]1[CH:33]=[CH:32][C:31](B(O)O)=[CH:30][CH:29]=1)(=[O:27])[NH2:26].C([O-])(=O)C.[K+].C(=O)([O-])[O-].[Na+].[Na+], predict the reaction product. The product is: [CH2:21]([N:10]([S:11]([CH2:14][C:15]1[CH:20]=[CH:19][CH:18]=[CH:17][CH:16]=1)(=[O:13])=[O:12])[C@@H:8]([C:5]1[CH:6]=[CH:7][C:2]([C:31]2[CH:32]=[CH:33][C:28]([C:25]([NH2:26])=[O:27])=[CH:29][CH:30]=2)=[CH:3][CH:4]=1)[CH3:9])[CH:22]([CH3:24])[CH3:23]. (5) Given the reactants [Na].[NH2:2][C:3]([NH:5][C:6]([NH2:8])=[O:7])=[O:4].CO[C:11]([C:13]1[CH:18]=[CH:17][CH:16]=[C:15]([C:19]([F:22])([F:21])[F:20])[N:14]=1)=O, predict the reaction product. The product is: [F:22][C:19]([F:20])([F:21])[C:15]1[N:14]=[C:13]([C:11]2[NH:8][C:6](=[O:7])[NH:5][C:3](=[O:4])[N:2]=2)[CH:18]=[CH:17][CH:16]=1. (6) Given the reactants Cl.[CH3:2][N:3]1[CH2:8][CH2:7][N:6]([C:9]2[CH:14]=[C:13]([C:15]3[CH:24]=[C:23]4[C:18]([CH2:19][CH2:20][NH:21][CH2:22]4)=[CH:17][CH:16]=3)[N:12]=[C:11]([NH2:25])[N:10]=2)[CH2:5][CH2:4]1.F[C:27]1[N:32]=[CH:31][C:30]([C:33]2[CH:40]=[CH:39][C:36]([C:37]#[N:38])=[CH:35][CH:34]=2)=[CH:29][CH:28]=1, predict the reaction product. The product is: [NH2:25][C:11]1[N:12]=[C:13]([C:15]2[CH:24]=[C:23]3[C:18]([CH2:19][CH2:20][N:21]([C:27]4[N:32]=[CH:31][C:30]([C:33]5[CH:40]=[CH:39][C:36]([C:37]#[N:38])=[CH:35][CH:34]=5)=[CH:29][CH:28]=4)[CH2:22]3)=[CH:17][CH:16]=2)[CH:14]=[C:9]([N:6]2[CH2:5][CH2:4][N:3]([CH3:2])[CH2:8][CH2:7]2)[N:10]=1.